From a dataset of Peptide-MHC class I binding affinity with 185,985 pairs from IEDB/IMGT. Regression. Given a peptide amino acid sequence and an MHC pseudo amino acid sequence, predict their binding affinity value. This is MHC class I binding data. The peptide sequence is FSIPLGVIH. The MHC is HLA-A02:01 with pseudo-sequence HLA-A02:01. The binding affinity (normalized) is 0.0648.